Dataset: Catalyst prediction with 721,799 reactions and 888 catalyst types from USPTO. Task: Predict which catalyst facilitates the given reaction. (1) Product: [F:11][C:9]1[CH:8]=[C:7]2[C:3]([CH:4]=[CH:5][NH:6]2)=[C:2]([B:12]2[O:16][C:15]([CH3:18])([CH3:17])[C:14]([CH3:20])([CH3:19])[O:13]2)[CH:10]=1. Reactant: Br[C:2]1[CH:10]=[C:9]([F:11])[CH:8]=[C:7]2[C:3]=1[CH:4]=[CH:5][NH:6]2.[B:12]1([B:12]2[O:16][C:15]([CH3:18])([CH3:17])[C:14]([CH3:20])([CH3:19])[O:13]2)[O:16][C:15]([CH3:18])([CH3:17])[C:14]([CH3:20])([CH3:19])[O:13]1.C([O-])(=O)C.[K+]. The catalyst class is: 16. (2) Reactant: [OH-].[Na+].C([O:6][C:7]1[CH:31]=[CH:30][C:29]([O:32][CH:33]([CH3:35])[CH3:34])=[CH:28][C:8]=1[C:9]([NH:11][C:12]1[CH:21]=[C:20]([C:22]2[CH:27]=[CH:26][CH:25]=[CH:24][CH:23]=2)[CH:19]=[CH:18][C:13]=1[C:14]([O:16]C)=[O:15])=[O:10])(=O)C.C(O)(=O)CC(CC(O)=O)(C(O)=O)O. Product: [OH:6][C:7]1[CH:31]=[CH:30][C:29]([O:32][CH:33]([CH3:35])[CH3:34])=[CH:28][C:8]=1[C:9]([NH:11][C:12]1[CH:21]=[C:20]([C:22]2[CH:27]=[CH:26][CH:25]=[CH:24][CH:23]=2)[CH:19]=[CH:18][C:13]=1[C:14]([OH:16])=[O:15])=[O:10]. The catalyst class is: 12. (3) Reactant: [CH2:1]([Br:8])[C:2]1[CH:7]=[CH:6][CH:5]=[CH:4][CH:3]=1.[CH:9]([N:12]1[C:16]2[C:17](=[O:26])[C:18]3[C:23]([C:24](=[O:25])[C:15]=2[N:14]=[C:13]1[CH3:27])=[CH:22][CH:21]=[CH:20][CH:19]=3)([CH3:11])[CH3:10]. Product: [Br-:8].[CH2:1]([N:14]1[C:15]2[C:24](=[O:25])[C:23]3[C:18]([C:17](=[O:26])[C:16]=2[N+:12]([CH:9]([CH3:10])[CH3:11])=[C:13]1[CH3:27])=[CH:19][CH:20]=[CH:21][CH:22]=3)[C:2]1[CH:7]=[CH:6][CH:5]=[CH:4][CH:3]=1. The catalyst class is: 10. (4) Reactant: [F:1][C:2]1[CH:7]=[CH:6][CH:5]=[CH:4][C:3]=1[C:8](=O)[CH2:9][C:10]#[N:11].[CH3:13][NH:14][NH2:15]. Product: [F:1][C:2]1[CH:7]=[CH:6][CH:5]=[CH:4][C:3]=1[C:8]1[CH:9]=[C:10]([NH2:11])[N:14]([CH3:13])[N:15]=1. The catalyst class is: 811.